This data is from Full USPTO retrosynthesis dataset with 1.9M reactions from patents (1976-2016). The task is: Predict the reactants needed to synthesize the given product. (1) Given the product [Cl:3][C:21]1[N:20]=[CH:19][N:18]=[C:17]2[N:13]([C:9]3[CH:10]=[CH:11][CH:12]=[C:7]([Cl:6])[C:8]=3[CH3:23])[N:14]=[CH:15][C:16]=12, predict the reactants needed to synthesize it. The reactants are: P(Cl)(Cl)([Cl:3])=O.[Cl:6][C:7]1[C:8]([CH3:23])=[C:9]([N:13]2[C:17]3=[N:18][CH:19]=[N:20][C:21](O)=[C:16]3[CH:15]=[N:14]2)[CH:10]=[CH:11][CH:12]=1. (2) Given the product [NH2:14][C:12]1[C:11]([C:15]2[CH:20]=[CH:19][CH:18]=[C:17]([Cl:21])[C:16]=2[Cl:22])=[N:10][N:9]([CH3:23])[C:8](=[NH:7])[N:13]=1, predict the reactants needed to synthesize it. The reactants are: CS(OC)(=O)=O.[NH2:7][C:8]1[N:9]=[N:10][C:11]([C:15]2[CH:20]=[CH:19][CH:18]=[C:17]([Cl:21])[C:16]=2[Cl:22])=[C:12]([NH2:14])[N:13]=1.[CH3:23]N(C)C=O.